From a dataset of Reaction yield outcomes from USPTO patents with 853,638 reactions. Predict the reaction yield, written as a fraction of the theoretical maximum amount of product (1.0 means a 100% yield; for example, 0.34 means a 34% yield). (1) The reactants are [Cl:1][C:2]1[C:10]([N:11]2[C:15](=[O:16])[N:14]([CH3:17])[N:13]=[N:12]2)=[C:9]([Cl:18])[CH:8]=[CH:7][C:3]=1[C:4](Cl)=[O:5].[C:19]1(=[O:26])[CH2:24][CH2:23][CH2:22][C:21](=[O:25])[CH2:20]1.C(N(CC)CC)C. The catalyst is ClCCl. The product is [Cl:1][C:2]1[C:10]([N:11]2[C:15](=[O:16])[N:14]([CH3:17])[N:13]=[N:12]2)=[C:9]([Cl:18])[CH:8]=[CH:7][C:3]=1[C:4]([CH:20]1[C:21](=[O:25])[CH2:22][CH2:23][CH2:24][C:19]1=[O:26])=[O:5]. The yield is 0.510. (2) The reactants are Br[C:2]1[CH:9]=[N:8][CH:7]=[C:6]([Br:10])[C:3]=1[CH:4]=[O:5].[C:11]1(=[O:24])[C:16]2[S:17][C:18]3[CH2:23][CH2:22][CH2:21][CH2:20][C:19]=3[C:15]=2[CH2:14][CH2:13][NH:12]1.C(=O)([O-])[O-].[Cs+].[Cs+].CC1(C)C2C(=C(P(C3C=CC=CC=3)C3C=CC=CC=3)C=CC=2)OC2C(P(C3C=CC=CC=3)C3C=CC=CC=3)=CC=CC1=2. The yield is 0.700. The product is [Br:10][C:6]1[CH:7]=[N:8][CH:9]=[C:2]([N:12]2[C:11](=[O:24])[C:16]3[S:17][C:18]4[CH2:23][CH2:22][CH2:21][CH2:20][C:19]=4[C:15]=3[CH2:14][CH2:13]2)[C:3]=1[CH:4]=[O:5]. The catalyst is C1C=CC(/C=C/C(/C=C/C2C=CC=CC=2)=O)=CC=1.C1C=CC(/C=C/C(/C=C/C2C=CC=CC=2)=O)=CC=1.C1C=CC(/C=C/C(/C=C/C2C=CC=CC=2)=O)=CC=1.[Pd].[Pd].O1CCOCC1. (3) The reactants are [OH:1][CH2:2][CH2:3][CH2:4][CH2:5][O:6][C:7]1[N:16]=[C:15]2[C:10]([CH:11]=[CH:12][C:13](=[O:17])[NH:14]2)=[CH:9][CH:8]=1.Cl. The catalyst is CO.[Pd]. The product is [OH:1][CH2:2][CH2:3][CH2:4][CH2:5][O:6][C:7]1[N:16]=[C:15]2[C:10]([CH2:11][CH2:12][C:13](=[O:17])[NH:14]2)=[CH:9][CH:8]=1. The yield is 0.850. (4) The reactants are [CH3:1][O:2][N:3]([CH3:8])[C:4](=[O:7])[CH:5]=[CH2:6].[C:9]([NH2:13])([CH3:12])([CH3:11])[CH3:10]. No catalyst specified. The product is [C:9]([NH:13][CH2:6][CH2:5][C:4]([N:3]([O:2][CH3:1])[CH3:8])=[O:7])([CH3:12])([CH3:11])[CH3:10]. The yield is 0.700. (5) The reactants are [CH2:1]([N:3](CC)CC)[CH3:2].[CH3:8][O:9][C:10]1[CH:11]=[C:12]2[C:17](=[CH:18][CH:19]=1)[CH:16]=[C:15]([C:20]1[C:28]3[C:23](=[CH:24][CH:25]=[C:26]([C:29](O)=[O:30])[CH:27]=3)[N:22]([CH:32]3[CH2:37][CH2:36][CH2:35][CH2:34][O:33]3)[N:21]=1)[CH:14]=[CH:13]2.C1C=CC2N(O)N=NC=2C=1.CCN=C=NCCCN(C)C.Cl.C(N)C.[OH-].[Na+]. The catalyst is C(Cl)Cl. The product is [CH2:1]([NH:3][C:29]([C:26]1[CH:27]=[C:28]2[C:23](=[CH:24][CH:25]=1)[N:22]([CH:32]1[CH2:37][CH2:36][CH2:35][CH2:34][O:33]1)[N:21]=[C:20]2[C:15]1[CH:14]=[CH:13][C:12]2[C:17](=[CH:18][CH:19]=[C:10]([O:9][CH3:8])[CH:11]=2)[CH:16]=1)=[O:30])[CH3:2]. The yield is 0.230. (6) The reactants are Cl[C:2]1[C:11]([O:12][C@H:13]2[CH2:17][N:16]([C:18](=[O:39])[C@H:19]([CH:34]3[CH2:38][CH2:37][CH2:36][CH2:35]3)[NH:20][C:21]([O:23][C@@H:24]3[CH2:28][CH2:27][CH2:26][C@H:25]3[CH2:29][CH2:30][CH2:31][CH:32]=[CH2:33])=[O:22])[C@H:15]([C:40]([O:42][CH3:43])=[O:41])[CH2:14]2)=[CH:10][C:9]2[C:4](=[CH:5][CH:6]=[CH:7][CH:8]=2)[N:3]=1.[CH:44]([B-](F)(F)F)=[CH2:45].[K+].C(Cl)Cl. The catalyst is CCO.O.CCOC(C)=O. The product is [CH:34]1([C@H:19]([NH:20][C:21]([O:23][C@@H:24]2[CH2:28][CH2:27][CH2:26][C@H:25]2[CH2:29][CH2:30][CH2:31][CH:32]=[CH2:33])=[O:22])[C:18]([N:16]2[CH2:17][C@H:13]([O:12][C:11]3[C:2]([CH:44]=[CH2:45])=[N:3][C:4]4[C:9]([CH:10]=3)=[CH:8][CH:7]=[CH:6][CH:5]=4)[CH2:14][C@H:15]2[C:40]([O:42][CH3:43])=[O:41])=[O:39])[CH2:38][CH2:37][CH2:36][CH2:35]1. The yield is 0.740.